This data is from Full USPTO retrosynthesis dataset with 1.9M reactions from patents (1976-2016). The task is: Predict the reactants needed to synthesize the given product. (1) Given the product [Br:1][C:2]1[CH:3]=[N:4][C:5]2[N:6]([N:8]=[C:9]([C:11]([N:16]3[CH2:17][CH2:18][C:19]4[C:24](=[C:23]([C:25]5[CH:29]=[N:28][NH:27][CH:26]=5)[CH:22]=[CH:21][CH:20]=4)[CH:15]3[CH3:14])=[O:13])[CH:10]=2)[CH:7]=1, predict the reactants needed to synthesize it. The reactants are: [Br:1][C:2]1[CH:3]=[N:4][C:5]2[N:6]([N:8]=[C:9]([C:11]([OH:13])=O)[CH:10]=2)[CH:7]=1.[CH3:14][CH:15]1[C:24]2[C:19](=[CH:20][CH:21]=[CH:22][C:23]=2[C:25]2[CH:26]=[N:27][NH:28][CH:29]=2)[CH2:18][CH2:17][NH:16]1. (2) The reactants are: [F:1][C:2]1([F:23])[O:6][C:5]2[CH:7]=[CH:8][C:9]([C:11]([CH:13]3C(=O)O[C:16](C)([CH3:20])[O:15][C:14]3=[O:22])=[O:12])=[CH:10][C:4]=2[O:3]1. Given the product [F:23][C:2]1([F:1])[O:6][C:5]2[CH:7]=[CH:8][C:9]([C:11](=[O:12])[CH2:13][C:14]([O:15][CH2:16][CH3:20])=[O:22])=[CH:10][C:4]=2[O:3]1, predict the reactants needed to synthesize it. (3) Given the product [CH2:1]([N:8]1[CH2:12][C@H:11]2[C:14]3[CH:15]=[CH:16][CH:17]=[C:18]([C:22]([F:25])([F:23])[F:24])[C:19]=3[CH2:20][O:21][C@H:10]2[CH2:9]1)[C:2]1[CH:7]=[CH:6][CH:5]=[CH:4][CH:3]=1, predict the reactants needed to synthesize it. The reactants are: [CH2:1]([N:8]1[C:12](=O)[C@H:11]2[C:14]3[CH:15]=[CH:16][CH:17]=[C:18]([C:22]([F:25])([F:24])[F:23])[C:19]=3[CH2:20][O:21][C@H:10]2[CH2:9]1)[C:2]1[CH:7]=[CH:6][CH:5]=[CH:4][CH:3]=1.Cl. (4) Given the product [CH3:24][C@:21]12[C@@:20]3([CH3:25])[C@@H:11]([C@:12]4([CH3:37])[C@@H:17]([CH2:18][CH2:19]3)[C:16]([CH3:26])([CH3:27])[C:15]([C:28]3[CH:29]=[CH:30][C:31]([C:32]([OH:34])=[O:33])=[CH:35][CH:36]=3)=[CH:14][CH2:13]4)[CH2:10][CH2:9][C@@H:8]1[C@H:7]1[C@H:38]([C:41]([CH3:43])=[CH2:42])[CH2:39][CH2:40][C@:6]1([NH:5][CH2:48][CH2:49][CH2:50][N:51]1[CH2:56][CH2:55][O:54][CH2:53][CH2:52]1)[CH2:23][CH2:22]2, predict the reactants needed to synthesize it. The reactants are: CN(C)C(=O)C[NH:5][C@:6]12[CH2:40][CH2:39][C@@H:38]([C:41]([CH3:43])=[CH2:42])[C@@H:7]1[C@@H:8]1[C@@:21]([CH3:24])([CH2:22][CH2:23]2)[C@@:20]2([CH3:25])[C@@H:11]([C@:12]3([CH3:37])[C@@H:17]([CH2:18][CH2:19]2)[C:16]([CH3:27])([CH3:26])[C:15]([C:28]2[CH:36]=[CH:35][C:31]([C:32]([OH:34])=[O:33])=[CH:30][CH:29]=2)=[CH:14][CH2:13]3)[CH2:10][CH2:9]1.Cl.Cl[CH2:48][CH2:49][CH2:50][N:51]1[CH2:56][CH2:55][O:54][CH2:53][CH2:52]1.